This data is from Forward reaction prediction with 1.9M reactions from USPTO patents (1976-2016). The task is: Predict the product of the given reaction. (1) Given the reactants Br[C:2]1[CH:3]=[C:4]([CH2:8][N:9]2[C:13]3[CH:14]=[CH:15][CH:16]=[CH:17][C:12]=3[S:11][C:10]2=[O:18])[CH:5]=[N:6][CH:7]=1.[CH3:19][N:20]1[C:29]2[C:24](=[CH:25][C:26](B3OC(C)(C)C(C)(C)O3)=[CH:27][CH:28]=2)[CH2:23][CH2:22][C:21]1=[O:39].CN(C=O)C.C([O-])([O-])=O.[Na+].[Na+], predict the reaction product. The product is: [CH3:19][N:20]1[C:29]2[C:24](=[CH:25][C:26]([C:2]3[CH:7]=[N:6][CH:5]=[C:4]([CH2:8][N:9]4[C:13]5[CH:14]=[CH:15][CH:16]=[CH:17][C:12]=5[S:11][C:10]4=[O:18])[CH:3]=3)=[CH:27][CH:28]=2)[CH2:23][CH2:22][C:21]1=[O:39]. (2) Given the reactants [NH2:1][C:2]1[CH:7]=[CH:6][CH:5]=[CH:4][CH:3]=1.N1C=[CH:12][CH:11]=[CH:10][CH:9]=1.[CH3:14][C:15]1[CH:23]=[CH:22][CH:21]=[CH:20][C:16]=1[C:17](Cl)=[O:18], predict the reaction product. The product is: [CH3:14][C:15]1[CH:23]=[CH:22][CH:21]=[CH:20][C:16]=1[C:17]([NH:1][C:2]1[C:7]2[CH2:12][CH2:11][CH2:10][CH2:9][C:6]=2[CH:5]=[CH:4][CH:3]=1)=[O:18]. (3) Given the reactants [C:1]([O:5][C:6]([N:8]1[CH2:12][C@H:11]([O:13][Si:14]([C:17]([CH3:20])([CH3:19])[CH3:18])([CH3:16])[CH3:15])[CH2:10][C@@H:9]1[C:21](=[O:38])[NH:22][C:23]1[CH:28]=[CH:27][C:26]([C:29]2[CH:34]=[CH:33][CH:32]=[CH:31][C:30]=2SC)=[CH:25][C:24]=1[F:37])=[O:7])([CH3:4])([CH3:3])[CH3:2].Cl[C:40]1C=C(C=CC=1)C(OO)=O.[O-:50][S:51]([O-:54])(=S)=O.[Na+].[Na+], predict the reaction product. The product is: [C:1]([O:5][C:6]([N:8]1[CH2:12][C@H:11]([O:13][Si:14]([C:17]([CH3:20])([CH3:19])[CH3:18])([CH3:16])[CH3:15])[CH2:10][C@@H:9]1[C:21](=[O:38])[NH:22][C:23]1[CH:28]=[CH:27][C:26]([C:29]2[CH:34]=[CH:33][CH:32]=[CH:31][C:30]=2[S:51]([CH3:40])(=[O:54])=[O:50])=[CH:25][C:24]=1[F:37])=[O:7])([CH3:2])([CH3:3])[CH3:4]. (4) Given the reactants [NH2:1][C@H:2]([C:4]1[N:5]([CH:21]2[CH2:23][CH2:22]2)[C:6](=[O:20])[C:7]2[C:12]([CH:13]=1)=[CH:11][CH:10]=[CH:9][C:8]=2[C:14]1[CH:15]=[N:16][N:17]([CH3:19])[CH:18]=1)[CH3:3].Cl[C:25]1[N:30]=[CH:29][N:28]=[C:27]([NH2:31])[C:26]=1[C:32]1[O:36][N:35]=[C:34]([CH3:37])[N:33]=1.O, predict the reaction product. The product is: [NH2:31][C:27]1[N:28]=[CH:29][N:30]=[C:25]([NH:1][C@H:2]([C:4]2[N:5]([CH:21]3[CH2:23][CH2:22]3)[C:6](=[O:20])[C:7]3[C:12]([CH:13]=2)=[CH:11][CH:10]=[CH:9][C:8]=3[C:14]2[CH:15]=[N:16][N:17]([CH3:19])[CH:18]=2)[CH3:3])[C:26]=1[C:32]1[O:36][N:35]=[C:34]([CH3:37])[N:33]=1. (5) Given the reactants [Cl:1][C:2]1[C:3]2[N:4]([C:8]([CH:12]3[CH2:15][C:14](=[O:16])[CH2:13]3)=[N:9][C:10]=2[I:11])[CH:5]=[CH:6][N:7]=1.[BH4-].[Na+], predict the reaction product. The product is: [Cl:1][C:2]1[C:3]2[N:4]([C:8]([C@@H:12]3[CH2:13][C@H:14]([OH:16])[CH2:15]3)=[N:9][C:10]=2[I:11])[CH:5]=[CH:6][N:7]=1. (6) Given the reactants [Cl:1][C:2]1[CH:10]=[C:9]2[C:5]([C:6]([NH:18][C:19](=[O:23])[CH2:20][CH:21]=[CH2:22])=[N:7][N:8]2C(OC(C)(C)C)=O)=[CH:4][CH:3]=1, predict the reaction product. The product is: [Cl:1][C:2]1[CH:10]=[C:9]2[C:5]([C:6]([NH:18][C:19](=[O:23])[CH2:20][CH:21]=[CH2:22])=[N:7][NH:8]2)=[CH:4][CH:3]=1. (7) Given the reactants [F:1][C:2]1[CH:7]=[CH:6][C:5]([C:8](=O)[C:9](=[CH:18][OH:19])[CH2:10][CH2:11][N:12]2[CH2:17][CH2:16][O:15][CH2:14][CH2:13]2)=[CH:4][CH:3]=1.[ClH:21].[NH2:22][OH:23], predict the reaction product. The product is: [OH2:15].[ClH:21].[F:1][C:2]1[CH:7]=[CH:6][C:5]([C:8]2[C:9]([CH2:10][CH2:11][N:12]3[CH2:17][CH2:16][O:15][CH2:14][CH2:13]3)=[CH:18][O:19][N:22]=2)=[CH:4][CH:3]=1.[F:1][C:2]1[CH:7]=[CH:6][C:5]([C:8]2[C:9]([CH2:10][CH2:11][N:12]3[CH2:13][CH2:14][O:15][CH2:16][CH2:17]3)=[CH:18][O:23][N:22]=2)=[CH:4][CH:3]=1.[ClH:21]. (8) Given the reactants [F:1][C:2]1[CH:7]=[CH:6][C:5]([C:8]2[C:9](=[O:20])[C:10]([C:15]([O:17]CC)=[O:16])=[CH:11][N:12]([CH3:14])[CH:13]=2)=[CH:4][CH:3]=1.[OH-].[Na+], predict the reaction product. The product is: [F:1][C:2]1[CH:3]=[CH:4][C:5]([C:8]2[C:9](=[O:20])[C:10]([C:15]([OH:17])=[O:16])=[CH:11][N:12]([CH3:14])[CH:13]=2)=[CH:6][CH:7]=1. (9) Given the reactants [Br:1][C:2]1[CH:7]=[CH:6][C:5]([C:8]2[C:12]3[CH:13]=[CH:14][C:15]([C:17]#[C:18][CH2:19][CH2:20]O)=[CH:16][C:11]=3[S:10][N:9]=2)=[CH:4][CH:3]=1.[CH3:22][NH:23][CH3:24], predict the reaction product. The product is: [Br:1][C:2]1[CH:7]=[CH:6][C:5]([C:8]2[C:12]3[CH:13]=[CH:14][C:15]([C:17]#[C:18][CH2:19][CH2:20][N:23]([CH3:24])[CH3:22])=[CH:16][C:11]=3[S:10][N:9]=2)=[CH:4][CH:3]=1. (10) The product is: [O:26]1[C:35]2[CH:34]=[C:33]([CH2:36][NH:1][C:2]34[CH2:9][CH2:8][C:5]([CH2:10][CH2:11][C:12]5[C:21]6[C:16](=[CH:17][CH:18]=[C:19]([O:22][CH3:23])[N:20]=6)[N:15]=[CH:14][C:13]=5[C:24]#[N:25])([CH2:6][CH2:7]3)[O:4][CH2:3]4)[N:32]=[CH:31][C:30]=2[O:29][CH2:28][CH2:27]1. Given the reactants [NH2:1][C:2]12[CH2:9][CH2:8][C:5]([CH2:10][CH2:11][C:12]3[C:21]4[C:16](=[CH:17][CH:18]=[C:19]([O:22][CH3:23])[N:20]=4)[N:15]=[CH:14][C:13]=3[C:24]#[N:25])([CH2:6][CH2:7]1)[O:4][CH2:3]2.[O:26]1[C:35]2[CH:34]=[C:33]([CH:36]=O)[N:32]=[CH:31][C:30]=2[O:29][CH2:28][CH2:27]1, predict the reaction product.